The task is: Predict the product of the given reaction.. This data is from Forward reaction prediction with 1.9M reactions from USPTO patents (1976-2016). (1) Given the reactants [F:1][C:2]1[CH:7]=[CH:6][C:5]([N:8]2[CH:13]=[CH:12][N:11]3[N:14]=[C:15]([CH2:17][O:18][C:19]4[CH:24]=[CH:23][CH:22]=[CH:21][CH:20]=4)[N:16]=[C:10]3[C:9]2=[O:25])=[CH:4][CH:3]=1, predict the reaction product. The product is: [F:1][C:2]1[CH:3]=[CH:4][C:5]([N:8]2[CH2:13][CH2:12][N:11]3[N:14]=[C:15]([CH2:17][O:18][C:19]4[CH:24]=[CH:23][CH:22]=[CH:21][CH:20]=4)[N:16]=[C:10]3[C:9]2=[O:25])=[CH:6][CH:7]=1. (2) Given the reactants [Br:1][C:2]1[CH:3]=[C:4]2[C:9](=[CH:10][CH:11]=1)[CH2:8][C:7](=O)[CH2:6][CH2:5]2.[CH:13]1([NH2:18])[CH2:17][CH2:16][CH2:15][CH2:14]1.CC1C=CC(S(O)(=O)=O)=CC=1.[BH4-].[Na+].Cl, predict the reaction product. The product is: [Br:1][C:2]1[CH:3]=[C:4]2[C:9](=[CH:10][CH:11]=1)[CH2:8][CH:7]([NH:18][CH:13]1[CH2:17][CH2:16][CH2:15][CH2:14]1)[CH2:6][CH2:5]2. (3) Given the reactants [C:1](Cl)(Cl)=[O:2].[CH:5]1([C@@H:11]([NH:15][CH2:16][C:17]([O:19][CH2:20][CH3:21])=[O:18])[C:12]([OH:14])=[O:13])[CH2:10][CH2:9][CH2:8][CH2:7][CH2:6]1, predict the reaction product. The product is: [CH:5]1([C@@H:11]2[C:12](=[O:14])[O:13][C:1](=[O:2])[N:15]2[CH2:16][C:17]([O:19][CH2:20][CH3:21])=[O:18])[CH2:6][CH2:7][CH2:8][CH2:9][CH2:10]1. (4) Given the reactants [C:1]([N:5]([C:22](=[O:31])[C:23]1[CH:28]=[C:27]([CH3:29])[CH:26]=[C:25]([CH3:30])[CH:24]=1)[NH:6][C:7]([C:9]1[CH:20]=[CH:19][C:12]2[O:13][CH2:14][CH:15]([CH:17]=O)[O:16][C:11]=2[C:10]=1[CH3:21])=[O:8])([CH3:4])([CH3:3])[CH3:2].C(N(CC)CC)C.Cl.[NH2:40][OH:41], predict the reaction product. The product is: [C:1]([N:5]([C:22](=[O:31])[C:23]1[CH:28]=[C:27]([CH3:29])[CH:26]=[C:25]([CH3:30])[CH:24]=1)[NH:6][C:7]([C:9]1[CH:20]=[CH:19][C:12]2[O:13][CH2:14][CH:15]([CH:17]=[N:40][OH:41])[O:16][C:11]=2[C:10]=1[CH3:21])=[O:8])([CH3:4])([CH3:3])[CH3:2]. (5) Given the reactants Br[CH2:2][C:3]([C:5]1[CH:10]=[CH:9][C:8]([O:11][CH3:12])=[CH:7][C:6]=1[O:13][CH3:14])=[O:4].[SH:15][C:16]1[CH:24]=[CH:23][C:19]([C:20]([OH:22])=[O:21])=[CH:18][CH:17]=1, predict the reaction product. The product is: [CH3:14][O:13][C:6]1[CH:7]=[C:8]([O:11][CH3:12])[CH:9]=[CH:10][C:5]=1[C:3](=[O:4])[CH2:2][S:15][C:16]1[CH:24]=[CH:23][C:19]([C:20]([OH:22])=[O:21])=[CH:18][CH:17]=1. (6) Given the reactants [Cl:1][C:2]1[C:7]([NH:8][CH3:9])=[CH:6][N:5]=[C:4]2[N:10]([CH2:13][CH3:14])[N:11]=[CH:12][C:3]=12.CCN(C(C)C)C(C)C.[F:24][C:25]([F:43])([F:42])[C:26]1[CH:27]=[C:28]([C:36]([CH3:41])([CH3:40])[C:37](Cl)=[O:38])[CH:29]=[C:30]([C:32]([F:35])([F:34])[F:33])[CH:31]=1, predict the reaction product. The product is: [F:43][C:25]([F:24])([F:42])[C:26]1[CH:27]=[C:28]([C:36]([CH3:41])([CH3:40])[C:37]([N:8]([C:7]2[C:2]([Cl:1])=[C:3]3[CH:12]=[N:11][N:10]([CH2:13][CH3:14])[C:4]3=[N:5][CH:6]=2)[CH3:9])=[O:38])[CH:29]=[C:30]([C:32]([F:35])([F:34])[F:33])[CH:31]=1. (7) Given the reactants [Br:1][C:2]1[N:7]=[C:6]([C:8](OC)=[O:9])[C:5]([NH:12][CH2:13][CH:14]2[CH2:17][CH2:16][O:15]2)=[CH:4][C:3]=1[F:18].[NH3:19], predict the reaction product. The product is: [Br:1][C:2]1[N:7]=[C:6]([C:8]([NH2:19])=[O:9])[C:5]([NH:12][CH2:13][CH:14]2[CH2:17][CH2:16][O:15]2)=[CH:4][C:3]=1[F:18]. (8) Given the reactants [CH3:1][O:2][C:3]1[C:8]([CH:9]([CH3:14])[C:10]([O:12]C)=[O:11])=[CH:7][N:6]=[CH:5][N:4]=1.O.[OH-].[Li+], predict the reaction product. The product is: [CH3:1][O:2][C:3]1[C:8]([CH:9]([CH3:14])[C:10]([OH:12])=[O:11])=[CH:7][N:6]=[CH:5][N:4]=1.